This data is from Full USPTO retrosynthesis dataset with 1.9M reactions from patents (1976-2016). The task is: Predict the reactants needed to synthesize the given product. (1) Given the product [C:24]([NH:13][C:12]1[CH:11]=[CH:10][C:9]([O:16][C:33](=[O:35])[CH3:34])=[CH:8][C:7]=1[O:6][CH2:5][C:2]1([CH3:1])[CH2:4][O:3]1)(=[O:26])[CH3:25], predict the reactants needed to synthesize it. The reactants are: [CH3:1][C:2]1([CH2:5][O:6][C:7]2[CH:8]=[C:9]([OH:16])[CH:10]=[CH:11][C:12]=2[N+:13]([O-])=O)[CH2:4][O:3]1.C(N(CC)CC)C.[C:24](OC(=O)C)(=[O:26])[CH3:25].[H][H].[C:33](OC(C)C)(=[O:35])[CH3:34]. (2) Given the product [Cl:17][C:18]1[C:23]([N:7]2[CH2:6][CH2:5][C:4]3([CH2:1][NH:2][CH2:3]3)[CH2:9][CH2:8]2)=[CH:22][C:21]([C:30]#[N:31])=[CH:20][C:19]=1[NH:32][C:33]1[N:38]=[C:37]([NH:39][CH:49]2[CH2:51][CH2:50]2)[C:36]2=[N:52][CH:53]=[C:54]([C:55]#[N:56])[N:35]2[N:34]=1, predict the reactants needed to synthesize it. The reactants are: [CH2:1]1[C:4]2([CH2:9][CH2:8][NH:7][CH2:6][CH2:5]2)[CH2:3][N:2]1C(OC(C)(C)C)=O.[Cl:17][C:18]1[C:23](N2CCNCC2)=[CH:22][C:21]([C:30]#[N:31])=[CH:20][C:19]=1[NH:32][C:33]1[N:38]=[C:37]([N:39]([CH:49]2[CH2:51][CH2:50]2)CC2C=CC(OC)=CC=2)[C:36]2=[N:52][CH:53]=[C:54]([C:55]#[N:56])[N:35]2[N:34]=1. (3) Given the product [OH:3][CH2:4][CH2:5][CH2:6][O:7][C:8]1[CH:17]=[C:16]2[C:11]([C:12](=[O:26])[NH:13][CH:14]=[N:15]2)=[CH:10][C:9]=1[O:27][CH3:28], predict the reactants needed to synthesize it. The reactants are: [OH-].[Na+].[OH:3][CH2:4][CH2:5][CH2:6][O:7][C:8]1[CH:17]=[C:16]2[C:11]([C:12](=[O:26])[N:13](CC(OC(C)(C)C)=O)[CH:14]=[N:15]2)=[CH:10][C:9]=1[O:27][CH3:28]. (4) Given the product [Cl:28][CH:14]([C:9]1[CH:10]=[CH:11][CH:12]=[CH:13][C:8]=1[NH:7][C:6](=[O:17])[O:5][C:1]([CH3:4])([CH3:3])[CH3:2])[CH3:15], predict the reactants needed to synthesize it. The reactants are: [C:1]([O:5][C:6](=[O:17])[NH:7][C:8]1[CH:13]=[CH:12][CH:11]=[CH:10][C:9]=1[C:14](=O)[CH3:15])([CH3:4])([CH3:3])[CH3:2].[BH4-].[Na+].N1C=CC=CC=1.S(Cl)([Cl:28])=O. (5) Given the product [CH3:15][O:16][C:17]1[CH:22]=[C:21]([O:23][CH3:24])[CH:20]=[CH:19][C:18]=1[CH2:25][NH:26][C:2]1[CH:7]=[CH:6][C:5]([C:8]2([CH3:14])[CH2:13][CH2:12][O:11][CH2:10][CH2:9]2)=[CH:4][N:3]=1, predict the reactants needed to synthesize it. The reactants are: F[C:2]1[CH:7]=[CH:6][C:5]([C:8]2([CH3:14])[CH2:13][CH2:12][O:11][CH2:10][CH2:9]2)=[CH:4][N:3]=1.[CH3:15][O:16][C:17]1[CH:22]=[C:21]([O:23][CH3:24])[CH:20]=[CH:19][C:18]=1[CH2:25][NH2:26].CCN(C(C)C)C(C)C.C(=O)([O-])[O-].[K+].[K+]. (6) Given the product [CH3:12][C:11]1[C:2]([N:27]2[CH2:31][CH2:30][CH2:29][CH2:28]2)=[N:3][C:4]2[C:9]([C:10]=1[C:13]([NH:15][N:16]([C:21]1[CH:26]=[CH:25][CH:24]=[CH:23][CH:22]=1)[C:17]([O:19][CH3:20])=[O:18])=[O:14])=[CH:8][CH:7]=[CH:6][CH:5]=2, predict the reactants needed to synthesize it. The reactants are: Br[C:2]1[C:11]([CH3:12])=[C:10]([C:13]([NH:15][N:16]([C:21]2[CH:26]=[CH:25][CH:24]=[CH:23][CH:22]=2)[C:17]([O:19][CH3:20])=[O:18])=[O:14])[C:9]2[C:4](=[CH:5][CH:6]=[CH:7][CH:8]=2)[N:3]=1.[NH:27]1[CH2:31][CH2:30][CH2:29][CH2:28]1. (7) Given the product [CH3:1][O:2][CH2:3][CH2:4][N:5]([C:6]1[CH:7]=[CH:8][C:9]([C:12]([N:14]2[CH2:20][C:19]3([CH3:22])[CH2:21][CH:15]2[CH2:16][C:17]([CH3:24])([CH3:23])[CH2:18]3)=[O:13])=[CH:10][CH:11]=1)[C:25](=[O:32])[C:26]1[CH:31]=[CH:30][CH:29]=[CH:28][CH:27]=1, predict the reactants needed to synthesize it. The reactants are: [CH3:1][O:2][CH2:3][CH2:4][NH:5][C:6]1[CH:11]=[CH:10][C:9]([C:12]([N:14]2[CH2:20][C:19]3([CH3:22])[CH2:21][CH:15]2[CH2:16][C:17]([CH3:24])([CH3:23])[CH2:18]3)=[O:13])=[CH:8][CH:7]=1.[C:25](Cl)(=[O:32])[C:26]1[CH:31]=[CH:30][CH:29]=[CH:28][CH:27]=1.